From a dataset of Forward reaction prediction with 1.9M reactions from USPTO patents (1976-2016). Predict the product of the given reaction. (1) The product is: [Cl:26][C:27]1[CH:28]=[C:29]([NH:30][C:2]2[C:11]3=[N:12][NH:13][CH:14]=[C:10]3[C:9]3[CH:8]=[C:7]([O:24][CH3:25])[CH:6]=[CH:5][C:4]=3[N:3]=2)[CH:31]=[CH:32][C:33]=1[N:34]1[CH2:35][CH2:36][N:37]([CH3:40])[CH2:38][CH2:39]1. Given the reactants Cl[C:2]1[C:11]2=[N:12][N:13](CC3C=CC(OC)=CC=3)[CH:14]=[C:10]2[C:9]2[CH:8]=[C:7]([O:24][CH3:25])[CH:6]=[CH:5][C:4]=2[N:3]=1.[Cl:26][C:27]1[CH:28]=[C:29]([CH:31]=[CH:32][C:33]=1[N:34]1[CH2:39][CH2:38][N:37]([CH3:40])[CH2:36][CH2:35]1)[NH2:30].Cl, predict the reaction product. (2) Given the reactants Cl.Cl.[NH2:3][C:4]1[N:8]([CH3:9])[N:7]=[C:6]([NH:10][C:11]2[CH:16]=[C:15]([N:17]3[CH2:21][CH2:20][C@:19]([CH:24]4[CH2:26][CH2:25]4)([C:22]#[N:23])[C:18]3=[O:27])[CH:14]=[CH:13][N:12]=2)[CH:5]=1.C(N(CC)CC)C.[C:35](OC(=O)C)(=[O:37])[CH3:36].C(=O)([O-])O.[Na+], predict the reaction product. The product is: [C:22]([C@@:19]1([CH:24]2[CH2:25][CH2:26]2)[CH2:20][CH2:21][N:17]([C:15]2[CH:14]=[CH:13][N:12]=[C:11]([NH:10][C:6]3[CH:5]=[C:4]([NH:3][C:35](=[O:37])[CH3:36])[N:8]([CH3:9])[N:7]=3)[CH:16]=2)[C:18]1=[O:27])#[N:23]. (3) Given the reactants C([O:8][CH:9]([C:19]1[N:23]([C:24]2[N:29]=[CH:28][CH:27]=[CH:26][N:25]=2)[N:22]=[C:21]([C:30]2[CH:35]=[CH:34][C:33]([Cl:36])=[CH:32][CH:31]=2)[CH:20]=1)[CH2:10][NH:11]C(=O)OC(C)(C)C)C1C=CC=CC=1.B(Br)(Br)Br, predict the reaction product. The product is: [NH2:11][CH2:10][CH:9]([C:19]1[N:23]([C:24]2[N:29]=[CH:28][CH:27]=[CH:26][N:25]=2)[N:22]=[C:21]([C:30]2[CH:31]=[CH:32][C:33]([Cl:36])=[CH:34][CH:35]=2)[CH:20]=1)[OH:8]. (4) Given the reactants [Li+].[OH-].C([O:5][C:6](=[O:18])[C:7]1[CH:12]=[CH:11][C:10]([N:13]2[CH2:17][CH2:16][CH2:15][CH2:14]2)=[N:9][CH:8]=1)C, predict the reaction product. The product is: [N:13]1([C:10]2[CH:11]=[CH:12][C:7]([C:6]([OH:18])=[O:5])=[CH:8][N:9]=2)[CH2:14][CH2:15][CH2:16][CH2:17]1.